From a dataset of Peptide-MHC class II binding affinity with 134,281 pairs from IEDB. Regression. Given a peptide amino acid sequence and an MHC pseudo amino acid sequence, predict their binding affinity value. This is MHC class II binding data. (1) The peptide sequence is AGFKGEQGP. The MHC is DRB1_0401 with pseudo-sequence DRB1_0401. The binding affinity (normalized) is 0.447. (2) The peptide sequence is EKKYFAITQFEPLAA. The MHC is HLA-DPA10103-DPB10601 with pseudo-sequence HLA-DPA10103-DPB10601. The binding affinity (normalized) is 0.990. (3) The peptide sequence is ELLKTVRLIKFLYQSNP. The MHC is HLA-DQA10102-DQB10502 with pseudo-sequence HLA-DQA10102-DQB10502. The binding affinity (normalized) is 0. (4) The peptide sequence is KSRFFIWSQEVPLLT. The MHC is DRB1_0405 with pseudo-sequence DRB1_0405. The binding affinity (normalized) is 0.734. (5) The peptide sequence is YKLGPSPKARSERPA. The MHC is HLA-DQA10104-DQB10503 with pseudo-sequence HLA-DQA10104-DQB10503. The binding affinity (normalized) is 0. (6) The binding affinity (normalized) is 0.639. The MHC is HLA-DQA10101-DQB10501 with pseudo-sequence HLA-DQA10101-DQB10501. The peptide sequence is STVLGFAALAAAAAF. (7) The peptide sequence is YDKFLANVSTVLCGK. The binding affinity (normalized) is 0.661. The MHC is DRB1_1001 with pseudo-sequence DRB1_1001. (8) The peptide sequence is YYAIHKASPVLAFPA. The MHC is DRB1_0802 with pseudo-sequence DRB1_0802. The binding affinity (normalized) is 0.656.